Dataset: Forward reaction prediction with 1.9M reactions from USPTO patents (1976-2016). Task: Predict the product of the given reaction. (1) Given the reactants Cl[C:2]1[C:3]2[C:10]([C:11]3[CH:16]=[CH:15][C:14]([O:17][CH3:18])=[CH:13][CH:12]=3)=[C:9]([C:19]3[CH:24]=[CH:23][CH:22]=[CH:21][CH:20]=3)[O:8][C:4]=2[N:5]=[CH:6][N:7]=1.[NH2:25][C@H:26]1[CH2:31][CH2:30][CH2:29][C@H:28]([OH:32])[CH2:27]1.CCN(C(C)C)C(C)C, predict the reaction product. The product is: [CH3:18][O:17][C:14]1[CH:15]=[CH:16][C:11]([C:10]2[C:3]3[C:2]([NH:25][C@H:26]4[CH2:31][CH2:30][CH2:29][C@H:28]([OH:32])[CH2:27]4)=[N:7][CH:6]=[N:5][C:4]=3[O:8][C:9]=2[C:19]2[CH:24]=[CH:23][CH:22]=[CH:21][CH:20]=2)=[CH:12][CH:13]=1. (2) Given the reactants Cl[CH2:2][CH2:3][N:4]1[C:13]2[C:8](=[C:9]([F:18])[CH:10]=[CH:11][C:12]=2[O:14][CH2:15][CH2:16][CH3:17])[C:7](=[O:19])[C:6]([C:20]2[CH:25]=[CH:24][C:23]([O:26][CH3:27])=[CH:22][CH:21]=2)=[CH:5]1.[SH:28][CH2:29][CH2:30][C:31]([O:33][CH3:34])=[O:32].[I-].[Na+].CN(C=O)C, predict the reaction product. The product is: [F:18][C:9]1[CH:10]=[CH:11][C:12]([O:14][CH2:15][CH2:16][CH3:17])=[C:13]2[C:8]=1[C:7](=[O:19])[C:6]([C:20]1[CH:25]=[CH:24][C:23]([O:26][CH3:27])=[CH:22][CH:21]=1)=[CH:5][N:4]2[CH2:3][CH2:2][S:28][CH2:29][CH2:30][C:31]([O:33][CH3:34])=[O:32]. (3) Given the reactants [CH3:1][C:2]1[N:6]([C:7]2[CH:8]=[N:9][CH:10]=[CH:11][CH:12]=2)[N:5]=[CH:4][C:3]=1[C:13]([O:15]CC)=[O:14].[OH-].[K+].O, predict the reaction product. The product is: [CH3:1][C:2]1[N:6]([C:7]2[CH:8]=[N:9][CH:10]=[CH:11][CH:12]=2)[N:5]=[CH:4][C:3]=1[C:13]([OH:15])=[O:14]. (4) Given the reactants [Si]([O:8][CH2:9][C:10]1[CH:11]=[C:12]([C:25]2[CH:26]=[CH:27][CH:28]=[CH:29][CH:30]=2)[CH:13]=[C:14]([CH2:16][O:17][Si](C(C)(C)C)(C)C)[CH:15]=1)(C(C)(C)C)(C)C.[C:31](Cl)([C:48]1[CH:53]=[CH:52][CH:51]=[CH:50][CH:49]=1)([C:40]1[CH:47]=[CH:46][C:43]([O:44][CH3:45])=[CH:42][CH:41]=1)[C:32]1[CH:39]=[CH:38][C:35]([O:36][CH3:37])=[CH:34][CH:33]=1.C(Cl)(Cl)Cl, predict the reaction product. The product is: [OH:8][CH2:9][C:10]1[CH:11]=[C:12]([C:25]2[CH:26]=[CH:27][CH:28]=[CH:29][CH:30]=2)[CH:13]=[C:14]([CH2:16][O:17][C:31]([C:48]2[CH:53]=[CH:52][CH:51]=[CH:50][CH:49]=2)([C:40]2[CH:47]=[CH:46][C:43]([O:44][CH3:45])=[CH:42][CH:41]=2)[C:32]2[CH:39]=[CH:38][C:35]([O:36][CH3:37])=[CH:34][CH:33]=2)[CH:15]=1. (5) Given the reactants [NH:1]1[C:9]2[C:4](=[CH:5][CH:6]=[CH:7][CH:8]=2)[C:3]([CH2:10][C:11]([O:13][CH3:14])=[O:12])=[CH:2]1.Br[CH2:16][CH2:17][CH2:18][O:19][C:20]1[CH:29]=[CH:28][C:27]2[C:22](=[CH:23][CH:24]=[CH:25][CH:26]=2)[CH:21]=1, predict the reaction product. The product is: [CH:21]1[C:22]2[C:27](=[CH:26][CH:25]=[CH:24][CH:23]=2)[CH:28]=[CH:29][C:20]=1[O:19][CH2:18][CH2:17][CH2:16][N:1]1[C:9]2[C:4](=[CH:5][CH:6]=[CH:7][CH:8]=2)[C:3]([CH2:10][C:11]([O:13][CH3:14])=[O:12])=[CH:2]1. (6) Given the reactants CC1(C)C(C)(C)OB(C2C=CC(CC([NH:18][C:19]3[CH:23]=[C:22]([C:24]4([C:27]([F:30])([F:29])[F:28])[CH2:26][CH2:25]4)[O:21][N:20]=3)=O)=CC=2)O1.[Br:32][C:33]1[CH:38]=[CH:37][C:36]([CH2:39][C:40](Cl)=[O:41])=[C:35]([F:43])[CH:34]=1.N1C=CC=C[CH:45]=1.NC1C=CON=1, predict the reaction product. The product is: [Br:32][C:33]1[CH:38]=[CH:37][C:36]([CH2:39][C:40]([NH:18][C:19]2[CH:23]=[C:22]([C:24]3([C:27]([F:28])([F:29])[F:30])[CH2:26][CH2:25][CH2:45]3)[O:21][N:20]=2)=[O:41])=[C:35]([F:43])[CH:34]=1. (7) Given the reactants [C:1]1([C:21]2[CH:26]=[CH:25][CH:24]=[CH:23][CH:22]=2)[CH:6]=[CH:5][C:4]([C:7]([N:9]2[CH2:13][C:12](=[N:14][O:15][CH3:16])[CH2:11][C@H:10]2[C:17](=[N:19][OH:20])[NH2:18])=[O:8])=[CH:3][CH:2]=1.[C:27](O)(=O)[C:28]1[CH:33]=[CH:32][CH:31]=[CH:30][CH:29]=1, predict the reaction product. The product is: [CH3:16][O:15][N:14]=[C:12]1[CH2:11][C@@H:10]([C:17]2[N:18]=[C:27]([C:28]3[CH:33]=[CH:32][CH:31]=[CH:30][CH:29]=3)[O:20][N:19]=2)[N:9]([C:7]([C:4]2[CH:3]=[CH:2][C:1]([C:21]3[CH:26]=[CH:25][CH:24]=[CH:23][CH:22]=3)=[CH:6][CH:5]=2)=[O:8])[CH2:13]1. (8) Given the reactants [Cl:1][C:2]1[C:10]([C:11]([C:14]#[N:15])([CH3:13])[CH3:12])=[CH:9][CH:8]=[CH:7][C:3]=1[C:4]([OH:6])=O.C(Cl)(=O)C(Cl)=O.[NH2:22][C:23]1[CH:24]=[C:25]([CH:40]=[CH:41][C:42]=1[Cl:43])[O:26][C:27]1[N:32]=[C:31]2[S:33][C:34]([NH:36][C:37](=[O:39])[CH3:38])=[N:35][C:30]2=[CH:29][CH:28]=1, predict the reaction product. The product is: [C:37]([NH:36][C:34]1[S:33][C:31]2[C:30]([N:35]=1)=[CH:29][CH:28]=[C:27]([O:26][C:25]1[CH:40]=[CH:41][C:42]([Cl:43])=[C:23]([NH:22][C:4](=[O:6])[C:3]3[CH:7]=[CH:8][CH:9]=[C:10]([C:11]([C:14]#[N:15])([CH3:13])[CH3:12])[C:2]=3[Cl:1])[CH:24]=1)[N:32]=2)(=[O:39])[CH3:38]. (9) Given the reactants [F:1][C:2]([F:16])([F:15])[C:3]1[CH:4]=[C:5]([CH:8]=[C:9]([C:11]([F:14])([F:13])[F:12])[CH:10]=1)[C:6]#[N:7].N.[H][H], predict the reaction product. The product is: [F:1][C:2]([F:15])([F:16])[C:3]1[CH:4]=[C:5]([CH:8]=[C:9]([C:11]([F:14])([F:12])[F:13])[CH:10]=1)[CH2:6][NH2:7].